Dataset: Full USPTO retrosynthesis dataset with 1.9M reactions from patents (1976-2016). Task: Predict the reactants needed to synthesize the given product. (1) The reactants are: [Cl:1][C:2]1[CH:7]=[CH:6][C:5]([NH:8][C:9](SC)=[C:10]([S:13]([CH3:16])(=[O:15])=[O:14])[C:11]#[N:12])=[CH:4][CH:3]=1.[CH3:19][CH:20]([NH2:25])[C:21]([CH3:24])([CH3:23])[CH3:22]. Given the product [Cl:1][C:2]1[CH:7]=[CH:6][C:5]([NH:8][C:9]([NH:25][CH:20]([CH3:19])[C:21]([CH3:24])([CH3:23])[CH3:22])=[C:10]([S:13]([CH3:16])(=[O:15])=[O:14])[C:11]#[N:12])=[CH:4][CH:3]=1, predict the reactants needed to synthesize it. (2) The reactants are: [CH3:1][C:2]1[CH:24]=[CH:23][C:5]2[N:6]=[C:7]([NH:9][C:10]3[N:14]([CH3:15])[C:13]4[CH:16]=[CH:17][C:18]([C:20](O)=[O:21])=[CH:19][C:12]=4[N:11]=3)[S:8][C:4]=2[CH:3]=1.[CH3:25][O:26][CH2:27][CH2:28][NH2:29].CN(C(ON1N=NC2C=CC=CC1=2)=[N+](C)C)C.F[P-](F)(F)(F)(F)F.CCN(C(C)C)C(C)C. Given the product [CH3:25][O:26][CH2:27][CH2:28][NH:29][C:20]([C:18]1[CH:17]=[CH:16][C:13]2[N:14]([CH3:15])[C:10]([NH:9][C:7]3[S:8][C:4]4[CH:3]=[C:2]([CH3:1])[CH:24]=[CH:23][C:5]=4[N:6]=3)=[N:11][C:12]=2[CH:19]=1)=[O:21], predict the reactants needed to synthesize it. (3) Given the product [C:1]([C@@:4]1([OH:24])[C@@H:8]([CH:9]([C:11](=[O:13])[CH3:12])[OH:10])[O:7][C@@H:6]([N:14]2[C:23]3[C:17]([C:18]([Br:32])([N:20]=[CH:21][N:22]=3)[NH2:19])=[N:16][CH2:15]2)[CH2:5]1)(=[O:3])[CH3:2], predict the reactants needed to synthesize it. The reactants are: [C:1]([C@@:4]1([OH:24])[C@@H:8]([CH:9]([C:11](=[O:13])[CH3:12])[OH:10])[O:7][C@@H:6]([N:14]2[C:23]3[N:22]=[CH:21][N:20]=[C:18]([NH2:19])[C:17]=3[N:16]=[CH:15]2)[CH2:5]1)(=[O:3])[CH3:2].N(OC(C)(C)C)=O.[Br:32]C(Br)Br. (4) Given the product [CH2:17]([O:24][C:25]1[CH:30]=[CH:29][C:28]([CH2:31][C:32]([CH3:43])([O:36][C:37]2[CH:38]=[CH:39][CH:40]=[CH:41][CH:42]=2)[C:33]([OH:35])=[O:34])=[CH:27][C:26]=1[O:45][CH3:46])[C:18]1[CH:19]=[CH:20][CH:21]=[CH:22][CH:23]=1, predict the reactants needed to synthesize it. The reactants are: [SiH](CC)(CC)CC.B(F)(F)F.CCOCC.[CH2:17]([O:24][C:25]1[CH:30]=[CH:29][C:28]([CH:31](O)[C:32]([CH3:43])([O:36][C:37]2[CH:42]=[CH:41][CH:40]=[CH:39][CH:38]=2)[C:33]([OH:35])=[O:34])=[CH:27][C:26]=1[O:45][CH3:46])[C:18]1[CH:23]=[CH:22][CH:21]=[CH:20][CH:19]=1. (5) Given the product [F:33][C:32]([F:35])([F:34])[S:29]([O:1][C:2]1[CH:3]=[CH:4][C:5]([CH:8]2[CH2:9][CH2:10][CH:11]([CH2:14][C:15]([O:17][CH2:18][CH3:19])=[O:16])[CH2:12][CH2:13]2)=[CH:6][CH:7]=1)(=[O:31])=[O:30], predict the reactants needed to synthesize it. The reactants are: [OH:1][C:2]1[CH:7]=[CH:6][C:5]([CH:8]2[CH2:13][CH2:12][CH:11]([CH2:14][C:15]([O:17][CH2:18][CH3:19])=[O:16])[CH2:10][CH2:9]2)=[CH:4][CH:3]=1.C(N(C(C)C)CC)(C)C.[S:29](O[S:29]([C:32]([F:35])([F:34])[F:33])(=[O:31])=[O:30])([C:32]([F:35])([F:34])[F:33])(=[O:31])=[O:30].